Dataset: Catalyst prediction with 721,799 reactions and 888 catalyst types from USPTO. Task: Predict which catalyst facilitates the given reaction. (1) Reactant: [NH2:1][C:2]1[CH:29]=[CH:28][C:5]2[O:6][CH2:7][C@H:8]([NH:13][C:14]([C:16]3[CH:20]=[C:19]([CH2:21][C:22]4[CH:27]=[CH:26][CH:25]=[CH:24][CH:23]=4)[O:18][N:17]=3)=[O:15])[C:9](=[O:12])[N:10]([CH3:11])[C:4]=2[CH:3]=1.CCN(C(C)C)C(C)C.[C:39](Cl)([CH3:41])=[O:40]. Product: [C:39]([NH:1][C:2]1[CH:29]=[CH:28][C:5]2[O:6][CH2:7][C@H:8]([NH:13][C:14]([C:16]3[CH:20]=[C:19]([CH2:21][C:22]4[CH:23]=[CH:24][CH:25]=[CH:26][CH:27]=4)[O:18][N:17]=3)=[O:15])[C:9](=[O:12])[N:10]([CH3:11])[C:4]=2[CH:3]=1)(=[O:40])[CH3:41]. The catalyst class is: 1. (2) Reactant: C[O:2][C:3](=[O:39])[C:4]1[CH:9]=[CH:8][C:7]([CH:10]([NH:23][C:24]([NH:26][C:27]2[CH:32]=[C:31]([C:33]([F:36])([F:35])[F:34])[CH:30]=[C:29]([O:37][CH3:38])[CH:28]=2)=[O:25])[C:11]2[CH:16]=[CH:15][CH:14]=[CH:13][C:12]=2[CH:17]2[CH2:22][CH2:21][CH2:20][CH2:19][CH2:18]2)=[CH:6][CH:5]=1.[OH-].[Na+].C(OCC)(=O)C. Product: [CH:17]1([C:12]2[CH:13]=[CH:14][CH:15]=[CH:16][C:11]=2[CH:10]([NH:23][C:24]([NH:26][C:27]2[CH:32]=[C:31]([C:33]([F:35])([F:36])[F:34])[CH:30]=[C:29]([O:37][CH3:38])[CH:28]=2)=[O:25])[C:7]2[CH:6]=[CH:5][C:4]([C:3]([OH:39])=[O:2])=[CH:9][CH:8]=2)[CH2:22][CH2:21][CH2:20][CH2:19][CH2:18]1. The catalyst class is: 8.